From a dataset of Reaction yield outcomes from USPTO patents with 853,638 reactions. Predict the reaction yield, written as a fraction of the theoretical maximum amount of product (1.0 means a 100% yield; for example, 0.34 means a 34% yield). (1) The reactants are [Cl:1][C:2]1[S:6][C:5]([NH:7][CH2:8][C:9]2[CH:14]=[CH:13][C:12]([O:15][CH3:16])=[CH:11][C:10]=2[O:17][CH3:18])=[N:4][CH:3]=1.C[Si](C)(C)N[Si](C)(C)C.[Li].[C:29]([C:31]1[CH:32]=[C:33]([S:38](Cl)(=[O:40])=[O:39])[CH:34]=[CH:35][C:36]=1[F:37])#[N:30].[Cl-].[NH4+]. The catalyst is O1CCCC1.O. The product is [Cl:1][C:2]1[S:6][C:5]([N:7]([CH2:8][C:9]2[CH:14]=[CH:13][C:12]([O:15][CH3:16])=[CH:11][C:10]=2[O:17][CH3:18])[S:38]([C:33]2[CH:34]=[CH:35][C:36]([F:37])=[C:31]([C:29]#[N:30])[CH:32]=2)(=[O:39])=[O:40])=[N:4][CH:3]=1. The yield is 0.570. (2) The yield is 0.950. The reactants are C[O:2][C:3](=[O:21])[C:4]1[CH:9]=[CH:8][C:7]([O:10][CH2:11][C:12]2[CH:17]=[CH:16][CH:15]=[CH:14][CH:13]=2)=[C:6]([N+:18]([O-:20])=[O:19])[CH:5]=1.CO.[OH-].[K+].Cl. The product is [CH2:11]([O:10][C:7]1[CH:8]=[CH:9][C:4]([C:3]([OH:21])=[O:2])=[CH:5][C:6]=1[N+:18]([O-:20])=[O:19])[C:12]1[CH:13]=[CH:14][CH:15]=[CH:16][CH:17]=1. The catalyst is O1CCCC1. (3) The reactants are Cl[CH:2]([C:30]1[CH:35]=[CH:34][CH:33]=[CH:32][CH:31]=1)[C:3]([N:5]([CH2:15][C:16]1([OH:29])[CH2:21][CH2:20][N:19]([C:22]([O:24][C:25]([CH3:28])([CH3:27])[CH3:26])=[O:23])[CH2:18][CH2:17]1)[CH2:6][C:7]1[CH:12]=[CH:11][C:10]([O:13][CH3:14])=[CH:9][CH:8]=1)=[O:4].[H-].[Na+]. The catalyst is CN(C=O)C.O. The product is [CH3:14][O:13][C:10]1[CH:9]=[CH:8][C:7]([CH2:6][N:5]2[CH2:15][C:16]3([CH2:17][CH2:18][N:19]([C:22]([O:24][C:25]([CH3:28])([CH3:27])[CH3:26])=[O:23])[CH2:20][CH2:21]3)[O:29][CH:2]([C:30]3[CH:31]=[CH:32][CH:33]=[CH:34][CH:35]=3)[C:3]2=[O:4])=[CH:12][CH:11]=1. The yield is 0.720. (4) The reactants are [H-].[Na+].[CH3:3][O:4][C:5]1[CH:6]=[C:7]([N:14]2[CH2:19][CH2:18][CH:17]([N:20]3[CH2:25][CH2:24][NH:23][C:22](=[O:26])[CH2:21]3)[CH2:16][CH2:15]2)[CH:8]=[CH:9][C:10]=1[N+:11]([O-:13])=[O:12].[F:27][CH2:28][CH2:29]I. The catalyst is CN(C=O)C.C1COCC1. The product is [F:27][CH2:28][CH2:29][N:23]1[CH2:24][CH2:25][N:20]([CH:17]2[CH2:18][CH2:19][N:14]([C:7]3[CH:8]=[CH:9][C:10]([N+:11]([O-:13])=[O:12])=[C:5]([O:4][CH3:3])[CH:6]=3)[CH2:15][CH2:16]2)[CH2:21][C:22]1=[O:26]. The yield is 0.760. (5) The reactants are [CH3:1][C:2]1[CH:22]=[C:21]([CH3:23])[CH:20]=[C:19]([CH3:24])[C:3]=1[C:4]([NH:6][C:7]1[S:8][C:9]2[C:15]([N+:16]([O-])=O)=[CH:14][CH:13]=[CH:12][C:10]=2[N:11]=1)=[O:5]. The catalyst is C1COCC1.[Ni]. The product is [NH2:16][C:15]1[C:9]2[S:8][C:7]([NH:6][C:4](=[O:5])[C:3]3[C:19]([CH3:24])=[CH:20][C:21]([CH3:23])=[CH:22][C:2]=3[CH3:1])=[N:11][C:10]=2[CH:12]=[CH:13][CH:14]=1. The yield is 0.650. (6) The reactants are [NH2:1][CH2:2][C:3]1[C:8]([O:9][CH3:10])=[CH:7][C:6]2[O:11][CH2:12][C:13]3[C:17]([C:18]([N:20]4[CH2:25][CH2:24][O:23][CH2:22][C:21]4([CH3:27])[CH3:26])=[O:19])=[N:16][N:15]([C:28]4[CH:32]=[CH:31][S:30][CH:29]=4)[C:14]=3[C:5]=2[CH:4]=1.C(Cl)Cl.C(P1(=O)OP(=O)(CCC)OP(=O)(CCC)O1)CC.[C:54](O)(=[O:56])[CH3:55].C(N(C(C)C)C(C)C)C. No catalyst specified. The product is [CH3:26][C:21]1([CH3:27])[CH2:22][O:23][CH2:24][CH2:25][N:20]1[C:18]([C:17]1[C:13]2[CH2:12][O:11][C:6]3[CH:7]=[C:8]([O:9][CH3:10])[C:3]([CH2:2][NH:1][C:54](=[O:56])[CH3:55])=[CH:4][C:5]=3[C:14]=2[N:15]([C:28]2[CH:32]=[CH:31][S:30][CH:29]=2)[N:16]=1)=[O:19]. The yield is 0.180.